Dataset: Reaction yield outcomes from USPTO patents with 853,638 reactions. Task: Predict the reaction yield, written as a fraction of the theoretical maximum amount of product (1.0 means a 100% yield; for example, 0.34 means a 34% yield). The reactants are [Cl:1][C:2]1[CH:3]=[C:4]([NH:9][CH:10]([C:12]2[CH:13]=[C:14]([C:29](O)=[O:30])[CH:15]=[C:16]3[C:21]=2[O:20][C:19]([N:22]2[CH2:27][CH2:26][O:25][CH2:24][CH2:23]2)=[CH:18][C:17]3=[O:28])[CH3:11])[CH:5]=[CH:6][C:7]=1[F:8].[NH:32]1[CH2:37][CH2:36][CH:35]([OH:38])[CH2:34][CH2:33]1. No catalyst specified. The product is [Cl:1][C:2]1[CH:3]=[C:4]([NH:9][CH:10]([C:12]2[CH:13]=[C:14]([C:29]([N:32]3[CH2:37][CH2:36][CH:35]([OH:38])[CH2:34][CH2:33]3)=[O:30])[CH:15]=[C:16]3[C:21]=2[O:20][C:19]([N:22]2[CH2:23][CH2:24][O:25][CH2:26][CH2:27]2)=[CH:18][C:17]3=[O:28])[CH3:11])[CH:5]=[CH:6][C:7]=1[F:8]. The yield is 0.742.